This data is from Full USPTO retrosynthesis dataset with 1.9M reactions from patents (1976-2016). The task is: Predict the reactants needed to synthesize the given product. (1) The reactants are: [C:1]([OH:9])(=O)[C:2]1[CH:7]=[CH:6][N:5]=[CH:4][CH:3]=1.[C:10]1([CH:16]([NH2:26])[C:17]2[NH:25][C:20]3=[CH:21][N:22]=[CH:23][CH:24]=[C:19]3[CH:18]=2)[CH:15]=[CH:14][CH:13]=[CH:12][CH:11]=1. Given the product [C:10]1([CH:16]([C:17]2[NH:25][C:20]3=[CH:21][N:22]=[CH:23][CH:24]=[C:19]3[CH:18]=2)[NH:26][C:1](=[O:9])[C:2]2[CH:3]=[CH:4][N:5]=[CH:6][CH:7]=2)[CH:11]=[CH:12][CH:13]=[CH:14][CH:15]=1, predict the reactants needed to synthesize it. (2) The reactants are: ClC1C=C([C:9]2[N:13]3[C:14]4[N:22]=[C:21]([O:23][CH3:24])[CH:20]=[CH:19][C:15]=4[N:16]=[C:17]([CH3:18])[C:12]3=[C:11]([CH3:25])[N:10]=2)C=C(Cl)C=1.[C:26]([C:29]1[CH:30]=[CH:31][C:32]([F:38])=[C:33](B(O)O)[CH:34]=1)(=[O:28])[NH2:27].C([O-])([O-])=O.[K+].[K+]. Given the product [F:38][C:32]1[CH:31]=[CH:30][C:29]([C:26]([NH2:27])=[O:28])=[CH:34][C:33]=1[C:9]1[N:13]2[C:14]3[N:22]=[C:21]([O:23][CH3:24])[CH:20]=[CH:19][C:15]=3[N:16]=[C:17]([CH3:18])[C:12]2=[C:11]([CH3:25])[N:10]=1, predict the reactants needed to synthesize it. (3) Given the product [ClH:19].[ClH:19].[NH2:16][C:10]1[C:11]([NH2:15])=[C:12]([NH2:14])[N:13]=[C:8]([S:7][CH3:6])[N:9]=1, predict the reactants needed to synthesize it. The reactants are: S(O)(O)(=O)=O.[CH3:6][S:7][C:8]1[N:13]=[C:12]([NH2:14])[C:11]([NH2:15])=[C:10]([NH2:16])[N:9]=1.O.O.[Cl-:19].[Ba+2].[Cl-].C1(C)C=CC=CC=1. (4) Given the product [Br:1][C:2]1[CH:10]=[C:9]([C:11]([F:14])([F:12])[F:13])[CH:8]=[C:7]2[C:3]=1[CH:4]=[N:5][N:6]2[CH:16]1[CH2:17][CH2:18][CH2:19][CH2:20][O:15]1, predict the reactants needed to synthesize it. The reactants are: [Br:1][C:2]1[CH:10]=[C:9]([C:11]([F:14])([F:13])[F:12])[CH:8]=[C:7]2[C:3]=1[CH:4]=[N:5][NH:6]2.[O:15]1[CH:20]=[CH:19][CH2:18][CH2:17][CH2:16]1. (5) Given the product [F:19][C:17]1[CH:18]=[C:2]2[C:3]([C:4]([CH:6]3[CH2:11][CH2:10][N:9]([C:12](=[O:14])[CH3:13])[CH2:8][CH2:7]3)=[N:21][NH:22]2)=[CH:15][CH:16]=1, predict the reactants needed to synthesize it. The reactants are: F[C:2]1[CH:18]=[C:17]([F:19])[CH:16]=[CH:15][C:3]=1[C:4]([CH:6]1[CH2:11][CH2:10][N:9]([C:12](=[O:14])[CH3:13])[CH2:8][CH2:7]1)=O.O.[NH2:21][NH2:22].